Regression. Given two drug SMILES strings and cell line genomic features, predict the synergy score measuring deviation from expected non-interaction effect. From a dataset of NCI-60 drug combinations with 297,098 pairs across 59 cell lines. (1) Drug 1: COC1=NC(=NC2=C1N=CN2C3C(C(C(O3)CO)O)O)N. Drug 2: B(C(CC(C)C)NC(=O)C(CC1=CC=CC=C1)NC(=O)C2=NC=CN=C2)(O)O. Cell line: SK-MEL-28. Synergy scores: CSS=30.5, Synergy_ZIP=3.91, Synergy_Bliss=3.74, Synergy_Loewe=-45.1, Synergy_HSA=-6.57. (2) Drug 1: C1=CC(=CC=C1C#N)C(C2=CC=C(C=C2)C#N)N3C=NC=N3. Drug 2: C1CNP(=O)(OC1)N(CCCl)CCCl. Cell line: OVCAR3. Synergy scores: CSS=-1.26, Synergy_ZIP=1.71, Synergy_Bliss=3.03, Synergy_Loewe=-6.84, Synergy_HSA=-1.66. (3) Drug 1: CC1=CC2C(CCC3(C2CCC3(C(=O)C)OC(=O)C)C)C4(C1=CC(=O)CC4)C. Drug 2: CCC(=C(C1=CC=CC=C1)C2=CC=C(C=C2)OCCN(C)C)C3=CC=CC=C3.C(C(=O)O)C(CC(=O)O)(C(=O)O)O. Cell line: MALME-3M. Synergy scores: CSS=-2.48, Synergy_ZIP=3.07, Synergy_Bliss=4.84, Synergy_Loewe=1.62, Synergy_HSA=0.267. (4) Drug 1: C1=CC=C(C=C1)NC(=O)CCCCCCC(=O)NO. Drug 2: C1=NNC2=C1C(=O)NC=N2. Cell line: MDA-MB-435. Synergy scores: CSS=0.585, Synergy_ZIP=-1.82, Synergy_Bliss=-0.505, Synergy_Loewe=-8.17, Synergy_HSA=-3.17. (5) Drug 2: CN(C(=O)NC(C=O)C(C(C(CO)O)O)O)N=O. Drug 1: CC1CCC2CC(C(=CC=CC=CC(CC(C(=O)C(C(C(=CC(C(=O)CC(OC(=O)C3CCCCN3C(=O)C(=O)C1(O2)O)C(C)CC4CCC(C(C4)OC)OCCO)C)C)O)OC)C)C)C)OC. Synergy scores: CSS=5.56, Synergy_ZIP=-3.54, Synergy_Bliss=-5.17, Synergy_Loewe=-1.70, Synergy_HSA=-3.55. Cell line: U251. (6) Drug 1: CN1C(=O)N2C=NC(=C2N=N1)C(=O)N. Drug 2: COC1=C2C(=CC3=C1OC=C3)C=CC(=O)O2. Cell line: DU-145. Synergy scores: CSS=-3.21, Synergy_ZIP=5.76, Synergy_Bliss=-3.74, Synergy_Loewe=-4.66, Synergy_HSA=-7.72. (7) Drug 1: C1CC(C1)(C(=O)O)C(=O)O.[NH2-].[NH2-].[Pt+2]. Drug 2: CCC1(CC2CC(C3=C(CCN(C2)C1)C4=CC=CC=C4N3)(C5=C(C=C6C(=C5)C78CCN9C7C(C=CC9)(C(C(C8N6C)(C(=O)OC)O)OC(=O)C)CC)OC)C(=O)OC)O.OS(=O)(=O)O. Cell line: BT-549. Synergy scores: CSS=1.72, Synergy_ZIP=-0.292, Synergy_Bliss=2.16, Synergy_Loewe=1.60, Synergy_HSA=1.82.